The task is: Predict the product of the given reaction.. This data is from Forward reaction prediction with 1.9M reactions from USPTO patents (1976-2016). (1) The product is: [C:1]([O:5][C:6](=[O:20])[NH:7][CH2:8][CH2:9][N:10]1[C:18]2[C:17]([NH:39][C:24]3[CH:25]=[N:26][C:27]([O:28][C:29]4[CH:34]=[CH:33][CH:32]=[C:31]([C:35]([F:38])([F:37])[F:36])[CH:30]=4)=[C:22]([Cl:21])[CH:23]=3)=[N:16][CH:15]=[N:14][C:13]=2[CH:12]=[CH:11]1)([CH3:4])([CH3:3])[CH3:2]. Given the reactants [C:1]([O:5][C:6](=[O:20])[NH:7][CH2:8][CH2:9][N:10]1[C:18]2[C:17](Cl)=[N:16][CH:15]=[N:14][C:13]=2[CH:12]=[CH:11]1)([CH3:4])([CH3:3])[CH3:2].[Cl:21][C:22]1[CH:23]=[C:24]([NH2:39])[CH:25]=[N:26][C:27]=1[O:28][C:29]1[CH:34]=[CH:33][CH:32]=[C:31]([C:35]([F:38])([F:37])[F:36])[CH:30]=1.C(=O)(O)[O-].[Na+], predict the reaction product. (2) Given the reactants ClC1C=CC(C=[N:7][CH2:8][C@@H:9]2[O:13][C:12](=[O:14])[N:11]([C:15]3[CH:20]=[CH:19][C:18]([N:21]4[CH2:26][CH2:25][O:24][CH2:23][C:22]4=[O:27])=[CH:17][CH:16]=3)[CH2:10]2)=CC=1, predict the reaction product. The product is: [NH2:7][CH2:8][C@@H:9]1[O:13][C:12](=[O:14])[N:11]([C:15]2[CH:20]=[CH:19][C:18]([N:21]3[CH2:26][CH2:25][O:24][CH2:23][C:22]3=[O:27])=[CH:17][CH:16]=2)[CH2:10]1. (3) Given the reactants [C:1]([C:5]1[CH:6]=[C:7]([N:15]2[CH:19]=[C:18]([CH3:20])[C:17]([C:21]([O:23][CH3:24])=[O:22])=[CH:16]2)[CH:8]=[C:9]([C:11]2([CH3:14])[CH2:13][CH2:12]2)[CH:10]=1)([CH3:4])([CH3:3])[CH3:2].C1C(=O)N([Br:32])C(=O)C1.N1C=CC=CC=1, predict the reaction product. The product is: [Br:32][C:19]1[N:15]([C:7]2[CH:8]=[C:9]([C:11]3([CH3:14])[CH2:13][CH2:12]3)[CH:10]=[C:5]([C:1]([CH3:2])([CH3:3])[CH3:4])[CH:6]=2)[CH:16]=[C:17]([C:21]([O:23][CH3:24])=[O:22])[C:18]=1[CH3:20]. (4) Given the reactants [ClH:1].[O:2]1[CH2:6][CH2:5][O:4][CH:3]1[CH2:7][CH2:8][CH2:9][CH2:10][O:11][C:12]1[CH:13]=[C:14]([C:18]([OH:42])([C:36]2[CH:41]=[CH:40][CH:39]=[CH:38][CH:37]=2)[C:19]([O:21][CH2:22][CH:23]2[CH2:28][CH2:27][N:26](C(OC(C)(C)C)=O)[CH2:25][CH2:24]2)=[O:20])[CH:15]=[CH:16][CH:17]=1, predict the reaction product. The product is: [ClH:1].[O:2]1[CH2:6][CH2:5][O:4][CH:3]1[CH2:7][CH2:8][CH2:9][CH2:10][O:11][C:12]1[CH:13]=[C:14]([C:18]([OH:42])([C:36]2[CH:37]=[CH:38][CH:39]=[CH:40][CH:41]=2)[C:19]([O:21][CH2:22][CH:23]2[CH2:28][CH2:27][NH:26][CH2:25][CH2:24]2)=[O:20])[CH:15]=[CH:16][CH:17]=1. (5) Given the reactants [CH2:1]([Mg]Br)[CH3:2].[Br:5][C:6]1[CH:13]=[CH:12][CH:11]=[CH:10][C:7]=1[C:8]#[N:9].B(F)(F)F.CCOCC.Cl.[OH-].[Na+], predict the reaction product. The product is: [Br:5][C:6]1[CH:13]=[CH:12][CH:11]=[CH:10][C:7]=1[C:8]1([NH2:9])[CH2:2][CH2:1]1. (6) Given the reactants [CH:1]([C:4]1[CH:9]=[CH:8][CH:7]=[C:6]([CH:10]([CH3:12])[CH3:11])[C:5]=1[NH:13][C:14](=[O:19])[CH2:15][C:16]([OH:18])=O)([CH3:3])[CH3:2].[CH2:20]([NH:27][CH:28]([CH3:30])[CH3:29])[C:21]1[CH:26]=[CH:25][CH:24]=[CH:23][CH:22]=1.CCN=C=NCCCN(C)C, predict the reaction product. The product is: [CH2:20]([N:27]([CH:28]([CH3:30])[CH3:29])[C:16](=[O:18])[CH2:15][C:14]([NH:13][C:5]1[C:6]([CH:10]([CH3:11])[CH3:12])=[CH:7][CH:8]=[CH:9][C:4]=1[CH:1]([CH3:2])[CH3:3])=[O:19])[C:21]1[CH:26]=[CH:25][CH:24]=[CH:23][CH:22]=1.